Dataset: Forward reaction prediction with 1.9M reactions from USPTO patents (1976-2016). Task: Predict the product of the given reaction. (1) The product is: [F:11][C:9]1[N:8]=[C:7]2[C:3]([N:4]=[CH:5][NH:6]2)=[C:2]([NH:29][CH2:28][C:25]2[CH:26]=[N:27][C:22]([CH3:21])=[CH:23][CH:24]=2)[N:10]=1. Given the reactants Cl[C:2]1[N:10]=[C:9]([F:11])[N:8]=[C:7]2[C:3]=1[NH:4][CH:5]=[N:6]2.CCN(C(C)C)C(C)C.[CH3:21][C:22]1[N:27]=[CH:26][C:25]([CH2:28][NH2:29])=[CH:24][CH:23]=1, predict the reaction product. (2) Given the reactants [O:1]=[C:2]1[CH2:7][CH2:6][N:5]([CH2:8][C:9]2[N:14]=[C:13]([NH:15][C:16]([NH:18][C:19]3[N:20]=[C:21]([C:24]4[CH:29]=[CH:28][N:27]=[CH:26][CH:25]=4)[S:22][CH:23]=3)=[O:17])[CH:12]=[CH:11][CH:10]=2)[CH2:4][CH2:3]1.[ClH:30], predict the reaction product. The product is: [ClH:30].[O:1]=[C:2]1[CH2:7][CH2:6][N:5]([CH2:8][C:9]2[N:14]=[C:13]([NH:15][C:16]([NH:18][C:19]3[N:20]=[C:21]([C:24]4[CH:25]=[CH:26][N:27]=[CH:28][CH:29]=4)[S:22][CH:23]=3)=[O:17])[CH:12]=[CH:11][CH:10]=2)[CH2:4][CH2:3]1. (3) Given the reactants C1C=CC(P(C2C(C3C(P(C4C=CC=[CH:45][CH:46]=4)C4C=CC=CC=4)=CC=C4C=3C=CC=C4)=C3C(C=CC=C3)=CC=2)C2C=CC=CC=2)=CC=1.C([O-])([O-])=O.[Cs+].[Cs+].N1(O[C:60]([C@H:62]2[CH2:67][CH2:66][C@H:65]([CH2:68][N:69]3[C:73]4[CH:74]=[C:75]([O:78][CH3:79])[CH:76]=[CH:77][C:72]=4[N:71]([CH3:80])[C:70]3=[O:81])[CH2:64][CH2:63]2)=[O:61])CCNCC1.Br[C:83]1[CH:84]=[N:85][CH:86]=[N:87][CH:88]=1, predict the reaction product. The product is: [CH3:79][O:78][C:75]1[CH:76]=[CH:77][C:72]2[N:71]([CH3:80])[C:70](=[O:81])[N:69]([CH2:68][C@H:65]3[CH2:64][CH2:63][C@H:62]([C:60]([N:69]4[CH2:46][CH2:45][N:71]([C:83]5[CH:84]=[N:85][CH:86]=[N:87][CH:88]=5)[CH2:72][CH2:73]4)=[O:61])[CH2:67][CH2:66]3)[C:73]=2[CH:74]=1. (4) Given the reactants Cl[C:2]1[CH:7]=[C:6]([O:8][CH2:9][C:10]#[C:11][CH3:12])[N:5]=[CH:4][N:3]=1.C(=O)([O-])[O-].[K+].[K+].[CH2:19]([NH:21][CH:22]([CH3:24])[CH3:23])[CH3:20], predict the reaction product. The product is: [CH2:9]([O:8][C:6]1[CH:7]=[C:2]([N:21]([CH2:19][CH3:20])[CH:22]([CH3:24])[CH3:23])[N:3]=[CH:4][N:5]=1)[C:10]#[C:11][CH3:12]. (5) Given the reactants CC(OI1(OC(C)=O)(OC(C)=O)OC(=O)C2C=CC=CC1=2)=O.[OH:23][CH2:24][CH:25]1[CH2:30][CH2:29][N:28]([C:31]([O:33][C:34]([CH3:37])([CH3:36])[CH3:35])=[O:32])[CH2:27][CH2:26]1, predict the reaction product. The product is: [CH:24]([CH:25]1[CH2:30][CH2:29][N:28]([C:31]([O:33][C:34]([CH3:37])([CH3:36])[CH3:35])=[O:32])[CH2:27][CH2:26]1)=[O:23].